Dataset: Forward reaction prediction with 1.9M reactions from USPTO patents (1976-2016). Task: Predict the product of the given reaction. (1) Given the reactants [C:1]([O:5][C:6]([N:8]1[CH2:13][CH2:12][N:11]([C:14]([C:16]2[N:20]3[N:21]=[CH:22][C:23]([C:25]([OH:27])=O)=[CH:24][C:19]3=[C:18]([C:28]3[CH:33]=[CH:32][CH:31]=[CH:30][CH:29]=3)[C:17]=2[CH2:34][C:35]2[CH:40]=[CH:39][CH:38]=[C:37]([F:41])[C:36]=2[CH3:42])=[O:15])[CH2:10][CH2:9]1)=[O:7])([CH3:4])([CH3:3])[CH3:2].Cl.[CH3:44][NH:45][O:46][CH3:47].CN(C(ON1N=NC2C=CC=CC1=2)=[N+](C)C)C.[B-](F)(F)(F)F, predict the reaction product. The product is: [C:1]([O:5][C:6]([N:8]1[CH2:13][CH2:12][N:11]([C:14]([C:16]2[N:20]3[N:21]=[CH:22][C:23]([C:25](=[O:27])[N:45]([O:46][CH3:47])[CH3:44])=[CH:24][C:19]3=[C:18]([C:28]3[CH:33]=[CH:32][CH:31]=[CH:30][CH:29]=3)[C:17]=2[CH2:34][C:35]2[CH:40]=[CH:39][CH:38]=[C:37]([F:41])[C:36]=2[CH3:42])=[O:15])[CH2:10][CH2:9]1)=[O:7])([CH3:2])([CH3:3])[CH3:4]. (2) Given the reactants [CH:1]1[C:13]2[NH:12][C:11]3[C:6](=[CH:7][CH:8]=[CH:9][CH:10]=3)[C:5]=2[CH:4]=[CH:3][CH:2]=1.I[C:15]1[CH:20]=[CH:19][C:18]([O:21][CH3:22])=[CH:17][CH:16]=1.C(=O)([O-])[O-].[K+].[K+].C1OCCOCCOCCOCCOCCOC1, predict the reaction product. The product is: [CH3:22][O:21][C:18]1[CH:19]=[CH:20][C:15]([N:12]2[C:11]3[CH:10]=[CH:9][CH:8]=[CH:7][C:6]=3[C:5]3[C:13]2=[CH:1][CH:2]=[CH:3][CH:4]=3)=[CH:16][CH:17]=1. (3) Given the reactants [Br:1][C:2]1[N:7]=[C:6]([C:8]2[N:12]3[CH:13]=[CH:14][N:15]=[C:16](Cl)[C:11]3=[N:10][CH:9]=2)[CH:5]=[CH:4][CH:3]=1.[N:18]1([CH2:24][CH2:25][NH2:26])[CH2:23][CH2:22][O:21][CH2:20][CH2:19]1.CCN(CC)CC.O, predict the reaction product. The product is: [Br:1][C:2]1[N:7]=[C:6]([C:8]2[N:12]3[CH:13]=[CH:14][N:15]=[C:16]([NH:26][CH2:25][CH2:24][N:18]4[CH2:23][CH2:22][O:21][CH2:20][CH2:19]4)[C:11]3=[N:10][CH:9]=2)[CH:5]=[CH:4][CH:3]=1. (4) Given the reactants Br[C:2]1[CH:3]=[C:4]2[C:9](=[CH:10][CH:11]=1)[N:8]=[CH:7][C:6]([C:12]([O:14][CH3:15])=[O:13])=[CH:5]2.[Cl:16][C:17]1[CH:22]=[CH:21][C:20](B(O)O)=[CH:19][CH:18]=1.C(=O)([O-])[O-].[Na+].[Na+].O1CCOCC1, predict the reaction product. The product is: [Cl:16][C:17]1[CH:22]=[CH:21][C:20]([C:2]2[CH:3]=[C:4]3[C:9](=[CH:10][CH:11]=2)[N:8]=[CH:7][C:6]([C:12]([O:14][CH3:15])=[O:13])=[CH:5]3)=[CH:19][CH:18]=1. (5) Given the reactants [Na+].[SH2:2].Br[CH2:4][CH2:5][O:6][CH3:7], predict the reaction product. The product is: [CH3:7][O:6][CH2:5][CH2:4][S:2][S:2][CH2:4][CH2:5][O:6][CH3:7]. (6) Given the reactants I[C:2]1[CH:3]=[CH:4][CH:5]=[C:6]2[C:11]=1[N:10]=[CH:9][C:8]([S:12]([C:15]1[CH:20]=[CH:19][CH:18]=[CH:17][CH:16]=1)(=[O:14])=[O:13])=[CH:7]2.[C:21]([O:25][C:26]([N:28]1[CH2:33][C@@H:32]2[CH2:34][C@H:29]1[CH2:30][NH:31]2)=[O:27])([CH3:24])([CH3:23])[CH3:22].CC(C)([O-])C.[Na+], predict the reaction product. The product is: [C:21]([O:25][C:26]([N:28]1[CH2:33][C@@H:32]2[CH2:34][C@H:29]1[CH2:30][N:31]2[C:2]1[CH:3]=[CH:4][CH:5]=[C:6]2[C:11]=1[N:10]=[CH:9][C:8]([S:12]([C:15]1[CH:20]=[CH:19][CH:18]=[CH:17][CH:16]=1)(=[O:14])=[O:13])=[CH:7]2)=[O:27])([CH3:24])([CH3:22])[CH3:23]. (7) The product is: [F:25][C:26]1[CH:27]=[C:28]([CH:40]=[CH:41][CH:42]=1)[CH2:29][N:30]1[C:38]2[C:33](=[CH:34][C:35]([NH:39][C:22]3[C:23]4[N:15]([CH2:14][CH2:13][O:12][CH2:11][CH2:10][OH:9])[CH:16]=[CH:17][C:18]=4[N:19]=[CH:20][N:21]=3)=[CH:36][CH:37]=2)[CH:32]=[N:31]1. Given the reactants C([O:9][CH2:10][CH2:11][O:12][CH2:13][CH2:14][N:15]1[C:23]2[C:22](Cl)=[N:21][CH:20]=[N:19][C:18]=2[CH:17]=[CH:16]1)(=O)C1C=CC=CC=1.[F:25][C:26]1[CH:27]=[C:28]([CH:40]=[CH:41][CH:42]=1)[CH2:29][N:30]1[C:38]2[C:33](=[CH:34][C:35]([NH2:39])=[CH:36][CH:37]=2)[CH:32]=[N:31]1.CN1CCCC1=O, predict the reaction product. (8) Given the reactants [Cl:1][C:2]1[CH:7]=[CH:6][C:5]([CH3:8])=[CH:4][C:3]=1[NH:9][C:10]1[N:15]2[N:16]=[CH:17][C:18]([C:19]([O:21][CH2:22][CH3:23])=[O:20])=[C:14]2[N:13]=[CH:12][C:11]=1[C:24]([OH:26])=O.[C:27]1([CH:33]2[CH2:38][CH2:37][NH:36][CH2:35][CH2:34]2)[CH:32]=[CH:31][CH:30]=[CH:29][CH:28]=1, predict the reaction product. The product is: [Cl:1][C:2]1[CH:7]=[CH:6][C:5]([CH3:8])=[CH:4][C:3]=1[NH:9][C:10]1[N:15]2[N:16]=[CH:17][C:18]([C:19]([O:21][CH2:22][CH3:23])=[O:20])=[C:14]2[N:13]=[CH:12][C:11]=1[C:24]([N:36]1[CH2:37][CH2:38][CH:33]([C:27]2[CH:32]=[CH:31][CH:30]=[CH:29][CH:28]=2)[CH2:34][CH2:35]1)=[O:26].